From a dataset of NCI-60 drug combinations with 297,098 pairs across 59 cell lines. Regression. Given two drug SMILES strings and cell line genomic features, predict the synergy score measuring deviation from expected non-interaction effect. (1) Drug 1: C(CCl)NC(=O)N(CCCl)N=O. Drug 2: CC12CCC3C(C1CCC2OP(=O)(O)O)CCC4=C3C=CC(=C4)OC(=O)N(CCCl)CCCl.[Na+]. Cell line: SK-OV-3. Synergy scores: CSS=-0.906, Synergy_ZIP=0.538, Synergy_Bliss=1.18, Synergy_Loewe=-4.83, Synergy_HSA=-4.50. (2) Cell line: CAKI-1. Synergy scores: CSS=16.4, Synergy_ZIP=-7.62, Synergy_Bliss=-2.13, Synergy_Loewe=-4.56, Synergy_HSA=1.24. Drug 2: CN1C2=C(C=C(C=C2)N(CCCl)CCCl)N=C1CCCC(=O)O.Cl. Drug 1: C1CCC(C1)C(CC#N)N2C=C(C=N2)C3=C4C=CNC4=NC=N3. (3) Drug 1: CCN(CC)CCCC(C)NC1=C2C=C(C=CC2=NC3=C1C=CC(=C3)Cl)OC. Drug 2: CC(C)CN1C=NC2=C1C3=CC=CC=C3N=C2N. Cell line: NCI-H460. Synergy scores: CSS=2.27, Synergy_ZIP=24.9, Synergy_Bliss=25.0, Synergy_Loewe=18.2, Synergy_HSA=18.9.